Dataset: Catalyst prediction with 721,799 reactions and 888 catalyst types from USPTO. Task: Predict which catalyst facilitates the given reaction. (1) Reactant: [CH:1]([CH:3]1[CH2:8][CH2:7][N:6]([C:9]2[CH:16]=[CH:15][C:12]([C:13]#[N:14])=[CH:11][C:10]=2[C:17]([F:20])([F:19])[F:18])[CH2:5][CH2:4]1)=O.[CH2:21]([NH:24][C:25]1[CH2:29][S:28][C:27](=[O:30])[N:26]=1)[C:22]#[CH:23].C([O-])(=O)C.[NH2+]1CCCCC1. Product: [O:30]=[C:27]1[N:26]=[C:25]([NH:24][CH2:21][C:22]#[CH:23])/[C:29](=[CH:1]/[CH:3]2[CH2:8][CH2:7][N:6]([C:9]3[CH:16]=[CH:15][C:12]([C:13]#[N:14])=[CH:11][C:10]=3[C:17]([F:20])([F:19])[F:18])[CH2:5][CH2:4]2)/[S:28]1. The catalyst class is: 41. (2) Reactant: [CH3:1][N:2]1[CH2:7][CH2:6][N:5]([CH:8]=[O:9])[CH2:4][CH2:3]1.Br[C:11]1[N:12]=[CH:13][C:14]2[N:15]([C:17]([C:20]3[CH:27]=[CH:26][C:23]([C:24]#[N:25])=[CH:22][CH:21]=3)=[CH:18][N:19]=2)[CH:16]=1.[O-]P([O-])([O-])=O.[K+].[K+].[K+].O1[CH2:41][CH2:40][O:39][CH2:38]C1. Product: [CH3:38][O:39][C:40]1[CH:41]=[C:18]([C:11]2[N:12]=[CH:13][C:14]3[N:15]([C:17]([C:20]4[CH:27]=[CH:26][C:23]([C:24]#[N:25])=[CH:22][CH:21]=4)=[CH:18][N:19]=3)[CH:16]=2)[CH:17]=[CH:20][C:21]=1[C:8]([N:5]1[CH2:6][CH2:7][N:2]([CH3:1])[CH2:3][CH2:4]1)=[O:9]. The catalyst class is: 257. (3) Reactant: [Cl:1][C:2]1[CH:7]=[C:6]([Cl:8])[CH:5]=[CH:4][C:3]=1[CH:9]1[CH2:13][NH:12][CH2:11][CH:10]1[NH:14][C:15](=[O:21])[O:16][C:17]([CH3:20])([CH3:19])[CH3:18].C(N(C(C)C)C(C)C)C.Cl[C:32]1[N:37]=[C:36]([Cl:38])[CH:35]=[CH:34][N:33]=1. Product: [Cl:38][C:36]1[CH:35]=[CH:34][N:33]=[C:32]([N:12]2[CH2:13][CH:9]([C:3]3[CH:4]=[CH:5][C:6]([Cl:8])=[CH:7][C:2]=3[Cl:1])[CH:10]([NH:14][C:15](=[O:21])[O:16][C:17]([CH3:18])([CH3:20])[CH3:19])[CH2:11]2)[N:37]=1. The catalyst class is: 11. (4) Reactant: [F:1][C:2]1[CH:8]=[CH:7][C:5]([NH2:6])=[C:4]([I:9])[CH:3]=1.[CH2:10]([O:12][C:13]([CH:15]1[CH2:20][CH2:19][C:18](=O)[CH2:17][CH2:16]1)=[O:14])[CH3:11].C(O)(=O)C.C(O[BH3-])(=O)C.[Na+]. Product: [CH2:10]([O:12][C:13]([CH:15]1[CH2:20][CH2:19][CH:18]([NH:6][C:5]2[CH:7]=[CH:8][C:2]([F:1])=[CH:3][C:4]=2[I:9])[CH2:17][CH2:16]1)=[O:14])[CH3:11]. The catalyst class is: 2. (5) Reactant: N[C:2]1[CH:29]=[CH:28][C:5]([CH2:6][CH2:7][N:8]2[CH2:13][CH2:12][CH:11]([C:14]([C:22]3[CH:27]=[CH:26][CH:25]=[CH:24][CH:23]=3)([C:16]3[CH:21]=[CH:20][CH:19]=[CH:18][CH:17]=3)[OH:15])[CH2:10][CH2:9]2)=[CH:4][CH:3]=1.[C:30](O)(=O)C.C=O.[C:36]([BH3-])#[N:37].[Na+]. Product: [CH3:30][N:37]([CH3:36])[C:2]1[CH:29]=[CH:28][C:5]([CH2:6][CH2:7][N:8]2[CH2:13][CH2:12][CH:11]([C:14]([C:22]3[CH:27]=[CH:26][CH:25]=[CH:24][CH:23]=3)([C:16]3[CH:21]=[CH:20][CH:19]=[CH:18][CH:17]=3)[OH:15])[CH2:10][CH2:9]2)=[CH:4][CH:3]=1. The catalyst class is: 6. (6) Reactant: [CH3:1][O:2][C:3]1[CH:12]=[C:11]2[C:6]([CH:7]=[CH:8][CH:9]=[C:10]2[CH2:13][C:14]#[N:15])=[CH:5][CH:4]=1.O.N.N#N. Product: [CH3:1][O:2][C:3]1[CH:12]=[C:11]2[C:6]([CH:7]=[CH:8][CH:9]=[C:10]2[CH2:13][CH2:14][NH2:15])=[CH:5][CH:4]=1. The catalyst class is: 470. (7) Reactant: F[C:2]1[CH:3]=[C:4]([CH:7]=[CH:8][CH:9]=1)[C:5]#[N:6].[NH:10]1[CH2:15][CH2:14][O:13][CH2:12][CH2:11]1. Product: [O:13]1[CH2:14][CH2:15][N:10]([C:2]2[CH:3]=[C:4]([CH:7]=[CH:8][CH:9]=2)[C:5]#[N:6])[CH2:11][CH2:12]1. The catalyst class is: 10. (8) Reactant: Cl[C:2]1[C:11]([O:12][CH2:13][CH:14]([CH3:16])[CH3:15])=[CH:10][C:5]([C:6]([O:8][CH3:9])=[O:7])=[CH:4][N:3]=1.[F:17][C:18]1[CH:23]=[CH:22][C:21]([O:24][CH3:25])=[CH:20][C:19]=1B(O)O.C1(P(C2CCCCC2)C2C=CC=CC=2C2C(OC)=CC=CC=2OC)CCCCC1.C(=O)([O-])[O-].[Na+].[Na+]. Product: [F:17][C:18]1[CH:23]=[CH:22][C:21]([O:24][CH3:25])=[CH:20][C:19]=1[C:2]1[C:11]([O:12][CH2:13][CH:14]([CH3:16])[CH3:15])=[CH:10][C:5]([C:6]([O:8][CH3:9])=[O:7])=[CH:4][N:3]=1. The catalyst class is: 101. (9) Reactant: [F:1][CH:2]([F:43])[C:3]1[N:7]([C:8]2[N:13]=[C:12]([NH:14][CH:15]3[CH2:20][CH2:19][N:18]([C:21]([O:23][C:24]([CH3:27])([CH3:26])[CH3:25])=[O:22])[CH2:17][CH2:16]3)[C:11]([N+:28]([O-])=O)=[C:10]([N:31]3[CH2:36][CH2:35][O:34][CH2:33][CH2:32]3)[N:9]=2)[C:6]2[CH:37]=[CH:38][CH:39]=[C:40]([O:41][CH3:42])[C:5]=2[N:4]=1. Product: [NH2:28][C:11]1[C:12]([NH:14][CH:15]2[CH2:20][CH2:19][N:18]([C:21]([O:23][C:24]([CH3:27])([CH3:26])[CH3:25])=[O:22])[CH2:17][CH2:16]2)=[N:13][C:8]([N:7]2[C:6]3[CH:37]=[CH:38][CH:39]=[C:40]([O:41][CH3:42])[C:5]=3[N:4]=[C:3]2[CH:2]([F:1])[F:43])=[N:9][C:10]=1[N:31]1[CH2:32][CH2:33][O:34][CH2:35][CH2:36]1. The catalyst class is: 403. (10) Product: [Br:26][C:16]1[S:15][C:14]([CH:2]([OH:1])[C@H:3]2[CH2:8][CH2:7][C@H:6]([C:9]([O:11][CH2:12][CH3:13])=[O:10])[CH2:5][CH2:4]2)=[N:18][CH:17]=1.[Br:26][C:16]1[S:15][C:14]([CH:2]([OH:1])[C@@H:3]2[CH2:8][CH2:7][C@H:6]([C:9]([O:11][CH2:12][CH3:13])=[O:10])[CH2:5][CH2:4]2)=[N:18][CH:17]=1. The catalyst class is: 3. Reactant: [OH:1][CH:2]([C:14]1[S:15][CH:16]=[CH:17][N:18]=1)[CH:3]1[CH2:8][CH2:7][CH:6]([C:9]([O:11][CH2:12][CH3:13])=[O:10])[CH2:5][CH2:4]1.C1C(=O)N([Br:26])C(=O)C1.